From a dataset of Full USPTO retrosynthesis dataset with 1.9M reactions from patents (1976-2016). Predict the reactants needed to synthesize the given product. (1) Given the product [CH2:24]([O:23][C:20]1[CH:21]=[CH:22][C:17]([NH:16][C:14](=[O:15])[C:13]([NH:9][CH2:1][CH2:2][C:3]2[CH:8]=[CH:7][CH:6]=[CH:5][CH:4]=2)=[O:12])=[CH:18][C:19]=1[F:31])[C:25]1[CH:26]=[CH:27][CH:28]=[CH:29][CH:30]=1, predict the reactants needed to synthesize it. The reactants are: [CH2:1]([NH2:9])[CH2:2][C:3]1[CH:8]=[CH:7][CH:6]=[CH:5][CH:4]=1.C([O:12][C:13](=O)[C:14]([NH:16][C:17]1[CH:22]=[CH:21][C:20]([O:23][CH2:24][C:25]2[CH:30]=[CH:29][CH:28]=[CH:27][CH:26]=2)=[C:19]([F:31])[CH:18]=1)=[O:15])C. (2) Given the product [CH3:11][C:10]1[CH:9]=[C:8]2[C:4](=[CH:3][C:2]=1[CH3:1])[C:5](=[O:18])[N:24]([C:23]1[CH:25]=[CH:26][C:20]([F:19])=[CH:21][CH:22]=1)/[C:7]/2=[CH:12]/[C:13]([O:15][CH2:16][CH3:17])=[O:14], predict the reactants needed to synthesize it. The reactants are: [CH3:1][C:2]1[CH:3]=[C:4]2[C:8](=[CH:9][C:10]=1[CH3:11])/[C:7](=[CH:12]\[C:13]([O:15][CH2:16][CH3:17])=[O:14])/O[C:5]2=[O:18].[F:19][C:20]1[CH:26]=[CH:25][C:23]([NH2:24])=[CH:22][CH:21]=1. (3) Given the product [ClH:19].[Cl:19][C:16]1[CH:17]=[CH:18][C:11]2[CH2:10][CH2:9][NH:8][CH2:14][CH2:13][C:12]=2[C:15]=1[S:20][CH2:21][C:29]1[CH:30]=[N:31][CH:32]=[CH:33][CH:34]=1, predict the reactants needed to synthesize it. The reactants are: C(OC([N:8]1[CH2:14][CH2:13][C:12]2[C:15]([S:20][C:21](=O)N(C)C)=[C:16]([Cl:19])[CH:17]=[CH:18][C:11]=2[CH2:10][CH2:9]1)=O)(C)(C)C.Br.BrC[C:29]1[CH:30]=[N:31][CH:32]=[CH:33][CH:34]=1. (4) Given the product [Br:1][C:2]1[S:3][CH:4]=[C:5]([C:7]([NH:10][CH2:11][CH2:12][CH2:13][OH:14])=[O:9])[N:6]=1, predict the reactants needed to synthesize it. The reactants are: [Br:1][C:2]1[S:3][CH:4]=[C:5]([C:7]([OH:9])=O)[N:6]=1.[NH2:10][CH2:11][CH2:12][CH2:13][OH:14].Cl.CN(C)CCCN=C=NCC.ON1C2C=CC=CC=2N=N1.C(N(C(C)C)CC)(C)C. (5) Given the product [CH3:1][O:2][C:3]1[CH:4]=[C:5]2[C:6]([CH2:7][CH:8]([C:13]([OH:15])=[O:14])[C:9](=[O:10])[NH:19]2)=[CH:17][CH:18]=1, predict the reactants needed to synthesize it. The reactants are: [CH3:1][O:2][C:3]1[CH:18]=[CH:17][C:6]([CH2:7][CH:8]([C:13]([O:15]C)=[O:14])[C:9](OC)=[O:10])=[C:5]([N+:19]([O-])=O)[CH:4]=1.[H][H]. (6) Given the product [NH2:1][C:2]1[CH:3]=[C:4]([CH2:8][CH2:9][C:10]2[CH:11]=[C:12]([NH:16][C:17](=[O:23])[O:18][C:19]([CH3:21])([CH3:20])[CH3:22])[CH:13]=[CH:14][CH:15]=2)[CH:5]=[CH:6][CH:7]=1, predict the reactants needed to synthesize it. The reactants are: [NH2:1][C:2]1[CH:3]=[C:4]([C:8]#[C:9][C:10]2[CH:11]=[C:12]([NH:16][C:17](=[O:23])[O:18][C:19]([CH3:22])([CH3:21])[CH3:20])[CH:13]=[CH:14][CH:15]=2)[CH:5]=[CH:6][CH:7]=1. (7) The reactants are: [BrH:1].[CH3:2][C:3]1([CH3:9])[CH2:7][CH2:6][O:5][C:4]1=O.[C:10](Cl)(=[O:14])[C:11](Cl)=O. Given the product [Br:1][CH2:6][CH2:7][C:3]([CH3:9])([CH3:2])[C:4]([O:14][CH2:10][CH3:11])=[O:5], predict the reactants needed to synthesize it. (8) The reactants are: [C:1]1([CH2:7][CH2:8][CH2:9][CH:10]([NH:20][C:21]([CH:23]2[CH2:28][CH2:27][CH2:26][CH2:25][NH:24]2)=[O:22])[CH2:11][CH2:12][CH2:13][C:14]2[CH:19]=[CH:18][CH:17]=[CH:16][CH:15]=2)[CH:6]=[CH:5][CH:4]=[CH:3][CH:2]=1.[C:29]([O:33][C:34]([N:36]1[CH2:41][CH2:40][CH:39]([C:42](O)=[O:43])[CH2:38][CH2:37]1)=[O:35])([CH3:32])([CH3:31])[CH3:30].C(N(CC)C(C)C)(C)C.C1CN([P+](ON2N=NC3C=CC=CC2=3)(N2CCCC2)N2CCCC2)CC1.F[P-](F)(F)(F)(F)F. Given the product [C:1]1([CH2:7][CH2:8][CH2:9][CH:10]([NH:20][C:21]([CH:23]2[CH2:28][CH2:27][CH2:26][CH2:25][N:24]2[C:42]([CH:39]2[CH2:40][CH2:41][N:36]([C:34]([O:33][C:29]([CH3:32])([CH3:31])[CH3:30])=[O:35])[CH2:37][CH2:38]2)=[O:43])=[O:22])[CH2:11][CH2:12][CH2:13][C:14]2[CH:19]=[CH:18][CH:17]=[CH:16][CH:15]=2)[CH:2]=[CH:3][CH:4]=[CH:5][CH:6]=1, predict the reactants needed to synthesize it.